Task: Predict which catalyst facilitates the given reaction.. Dataset: Catalyst prediction with 721,799 reactions and 888 catalyst types from USPTO (1) Reactant: [F:1][C:2]([F:6])([F:5])[CH2:3][NH2:4].[C:7]([O:11][C:12]([NH:14][C@@H:15]([CH3:28])[C:16]([NH:18][N:19]1[CH:23]=[CH:22][CH:21]=[C:20]1[C:24](OC)=[O:25])=[O:17])=[O:13])([CH3:10])([CH3:9])[CH3:8].C[Al](C)C.C(C(C(C([O-])=O)O)O)([O-])=O.[Na+].[Na+]. Product: [O:17]=[C:16]([NH:18][N:19]1[CH:23]=[CH:22][CH:21]=[C:20]1[C:24](=[O:25])[NH:4][CH2:3][C:2]([F:6])([F:5])[F:1])[C@@H:15]([NH:14][C:12](=[O:13])[O:11][C:7]([CH3:10])([CH3:9])[CH3:8])[CH3:28]. The catalyst class is: 93. (2) Reactant: CON(C)[C:4]([C:6]1[C:10]([Cl:11])=[CH:9][N:8]([CH:12]([F:14])[F:13])[N:7]=1)=[O:5].[H-].[Al+3].[Li+].[H-].[H-].[H-].S([O-])(O)(=O)=O.[K+].CCOCC. Product: [Cl:11][C:10]1[C:6]([CH:4]=[O:5])=[N:7][N:8]([CH:12]([F:13])[F:14])[CH:9]=1. The catalyst class is: 7. (3) Reactant: [NH2:1][C:2](=[O:25])[CH2:3][O:4][CH2:5][C:6]1[N:10]=[C:9]([C@H:11]([CH2:16][CH2:17][CH2:18][CH:19]2[CH2:24][CH2:23][CH2:22][CH2:21][CH2:20]2)[CH2:12][C:13](O)=[O:14])[O:8][N:7]=1.CN1CCOCC1.ClC(OCC(C)C)=O.C[Si](C)(C)[O:43][NH2:44]. Product: [NH2:1][C:2](=[O:25])[CH2:3][O:4][CH2:5][C:6]1[N:10]=[C:9]([C@H:11]([CH2:16][CH2:17][CH2:18][CH:19]2[CH2:24][CH2:23][CH2:22][CH2:21][CH2:20]2)[CH2:12][C:13]([NH:44][OH:43])=[O:14])[O:8][N:7]=1. The catalyst class is: 83. (4) Reactant: C([Li])CCC.[CH:6]([C@H:9]1[CH2:13][O:12][C:11](=[O:14])[NH:10]1)([CH3:8])[CH3:7].[C:15]1([CH2:21][CH2:22][C:23](Cl)=[O:24])[CH:20]=[CH:19][CH:18]=[CH:17][CH:16]=1.[Cl-].[NH4+]. Product: [CH:6]([C@H:9]1[CH2:13][O:12][C:11](=[O:14])[N:10]1[C:23](=[O:24])[CH2:22][CH2:21][C:15]1[CH:20]=[CH:19][CH:18]=[CH:17][CH:16]=1)([CH3:8])[CH3:7]. The catalyst class is: 1. (5) Reactant: [C:1]([C:4]1[C:12]2[O:11][C:10]([CH:13]3[CH2:17][CH2:16][CH2:15][N:14]3C(OCC3C=CC=CC=3)=O)=[N:9][C:8]=2[CH:7]=[CH:6][CH:5]=1)(=[O:3])[NH2:2].[H][H]. Product: [NH:14]1[CH2:15][CH2:16][CH2:17][CH:13]1[C:10]1[O:11][C:12]2[C:4]([C:1]([NH2:2])=[O:3])=[CH:5][CH:6]=[CH:7][C:8]=2[N:9]=1. The catalyst class is: 19. (6) Reactant: [F:1][C:2]1[CH:10]=[CH:9][CH:8]=[C:7]([F:11])[C:3]=1[C:4]([Cl:6])=[O:5].[CH3:12][N:13]1[CH2:18][CH2:17][CH:16]([O:19][C:20]2[CH:21]=[C:22]([NH2:26])[CH:23]=[CH:24][CH:25]=2)[CH2:15][CH2:14]1. Product: [ClH:6].[F:1][C:2]1[CH:10]=[CH:9][CH:8]=[C:7]([F:11])[C:3]=1[C:4]([NH:26][C:22]1[CH:23]=[CH:24][CH:25]=[C:20]([O:19][CH:16]2[CH2:17][CH2:18][N:13]([CH3:12])[CH2:14][CH2:15]2)[CH:21]=1)=[O:5]. The catalyst class is: 12. (7) Reactant: [ClH:1].O1CCOCC1.[Cl:8][C:9]1[S:10][CH:11]=[C:12]([C:14]([N:16]2[CH2:21][CH2:20][N:19](C(OC(C)(C)C)=O)[CH2:18][CH:17]2[CH2:29][O:30][C:31]2[CH:32]=[N:33][CH:34]=[CH:35][CH:36]=2)=[O:15])[N:13]=1. Product: [ClH:8].[ClH:1].[Cl:8][C:9]1[S:10][CH:11]=[C:12]([C:14]([N:16]2[CH2:21][CH2:20][NH:19][CH2:18][CH:17]2[CH2:29][O:30][C:31]2[CH:32]=[N:33][CH:34]=[CH:35][CH:36]=2)=[O:15])[N:13]=1. The catalyst class is: 5.